From a dataset of Full USPTO retrosynthesis dataset with 1.9M reactions from patents (1976-2016). Predict the reactants needed to synthesize the given product. (1) Given the product [CH2:11]([N:18]1[CH2:19][CH2:20][CH:21]([C:24]([CH:26]2[C:34]3[C:29](=[CH:30][CH:31]=[CH:32][CH:33]=3)[CH2:28][O:27]2)=[O:25])[CH2:22][CH2:23]1)[C:12]1[CH:17]=[CH:16][CH:15]=[CH:14][CH:13]=1, predict the reactants needed to synthesize it. The reactants are: CS(C)=O.C(Cl)(=O)C(Cl)=O.[CH2:11]([N:18]1[CH2:23][CH2:22][CH:21]([CH:24]([CH:26]2[C:34]3[C:29](=[CH:30][CH:31]=[CH:32][CH:33]=3)[CH2:28][O:27]2)[OH:25])[CH2:20][CH2:19]1)[C:12]1[CH:17]=[CH:16][CH:15]=[CH:14][CH:13]=1.C(N(CC)CC)C. (2) Given the product [F:17][C:14]([F:15])([F:16])[C:10](=[O:13])[CH2:9][C:8]([C:6]1[CH:7]=[C:2]([F:1])[CH:3]=[CH:4][C:5]=1[O:20][CH3:21])([CH3:19])[CH3:18], predict the reactants needed to synthesize it. The reactants are: [F:1][C:2]1[CH:3]=[CH:4][C:5]([O:20][CH3:21])=[C:6]([C:8]([CH3:19])([CH3:18])[CH2:9][C:10]([C:14]([F:17])([F:16])[F:15])([OH:13])CO)[CH:7]=1.I([O-])(=O)(=O)=O.[Na+]. (3) The reactants are: [C:1]([NH:4][C:5]1[C:6]([I:31])=[C:7]([C:22]([N:24]([CH2:28][CH2:29][OH:30])[CH2:25][CH2:26][OH:27])=[O:23])[C:8]([I:21])=[C:9]([C:19]=1[I:20])[C:10]([N:12]([CH2:16][CH2:17][OH:18])[CH2:13][CH2:14][OH:15])=[O:11])(=[O:3])[CH3:2].[OH-:32].[K+].B(O)(O)O.[O:38]1[CH2:40][CH:39]1[CH2:41][C:42]([CH2:48][CH:49]1[CH2:51][O:50]1)([OH:47])[CH2:43][CH:44]1[CH2:46][O:45]1. Given the product [OH:18][CH2:17][CH2:16][N:12]([CH2:13][CH2:14][OH:15])[C:10]([C:9]1[C:19]([I:20])=[C:5]([N:4]([CH2:51][CH:49]([OH:50])[CH2:48][C:42]2([OH:47])[CH2:41][CH:39]([CH2:40][OH:38])[O:45][CH:44]([CH2:46][N:4]([C:5]3[C:19]([I:20])=[C:9]([C:10]([N:12]([CH2:13][CH2:14][OH:15])[CH2:16][CH2:17][OH:18])=[O:11])[C:8]([I:21])=[C:7]([C:6]=3[I:31])[C:22]([N:24]([CH2:25][CH2:26][OH:27])[CH2:28][CH2:29][OH:30])=[O:23])[C:1](=[O:32])[CH3:2])[CH2:43]2)[C:1](=[O:3])[CH3:2])[C:6]([I:31])=[C:7]([C:22](=[O:23])[N:24]([CH2:25][CH2:26][OH:27])[CH2:28][CH2:29][OH:30])[C:8]=1[I:21])=[O:11], predict the reactants needed to synthesize it. (4) Given the product [CH2:1]([O:3][C:4](=[O:16])[C:5]([CH3:7])([O:8][C:9]1[CH:10]=[CH:11][C:12]([O:15][CH2:38][CH2:37][CH:36]([O:35][C:30]2[CH:29]=[CH:28][C:27]3[C:23]([C:17]4[CH:18]=[CH:19][CH:20]=[CH:21][CH:22]=4)=[N:24][O:25][C:26]=3[C:31]=2[CH2:32][CH2:33][CH3:34])[CH2:44][CH2:45][CH3:46])=[CH:13][CH:14]=1)[CH3:6])[CH3:2], predict the reactants needed to synthesize it. The reactants are: [CH2:1]([O:3][C:4](=[O:16])[C:5]([O:8][C:9]1[CH:14]=[CH:13][C:12]([OH:15])=[CH:11][CH:10]=1)([CH3:7])[CH3:6])[CH3:2].[C:17]1([C:23]2[C:27]3[CH:28]=[CH:29][C:30]([O:35][CH:36]([CH2:44][CH2:45][CH3:46])[CH2:37][CH2:38]OS(C)(=O)=O)=[C:31]([CH2:32][CH2:33][CH3:34])[C:26]=3[O:25][N:24]=2)[CH:22]=[CH:21][CH:20]=[CH:19][CH:18]=1.C([O-])([O-])=O.[Cs+].[Cs+]. (5) The reactants are: [Br:1][C:2]1[C:3](/[CH:16]=[C:17](\[CH2:23][CH2:24][CH3:25])/[C:18]([O:20]CC)=[O:19])=[C:4]([O:14][CH3:15])[C:5]2[C:10]([C:11]=1[O:12][CH3:13])=[CH:9][CH:8]=[CH:7][CH:6]=2.COC1C2C(=CC=CC=2)C(OC)=CC=1/C=C(\C)/C(O)=O. Given the product [Br:1][C:2]1[C:3](/[CH:16]=[C:17](\[CH2:23][CH2:24][CH3:25])/[C:18]([OH:20])=[O:19])=[C:4]([O:14][CH3:15])[C:5]2[C:10]([C:11]=1[O:12][CH3:13])=[CH:9][CH:8]=[CH:7][CH:6]=2, predict the reactants needed to synthesize it. (6) Given the product [C:1]([C:5]1[CH:9]=[C:8]([CH2:10][CH2:11][C:12]([NH:35][S:32]([CH2:27][CH2:28][CH2:29][CH2:30][CH3:31])(=[O:34])=[O:33])=[O:13])[N:7]([CH2:15][C:16]2[CH:21]=[CH:20][C:19]([C:22]([F:24])([F:23])[F:25])=[CH:18][C:17]=2[Cl:26])[N:6]=1)([CH3:4])([CH3:3])[CH3:2], predict the reactants needed to synthesize it. The reactants are: [C:1]([C:5]1[CH:9]=[C:8]([CH2:10][CH2:11][C:12](O)=[O:13])[N:7]([CH2:15][C:16]2[CH:21]=[CH:20][C:19]([C:22]([F:25])([F:24])[F:23])=[CH:18][C:17]=2[Cl:26])[N:6]=1)([CH3:4])([CH3:3])[CH3:2].[CH2:27]([S:32]([NH2:35])(=[O:34])=[O:33])[CH2:28][CH2:29][CH2:30][CH3:31].N12CCCN=C1CCCCC2. (7) Given the product [Cl:22][C:23]1[N:28]=[C:27]([N:6]([CH:1]2[CH2:2][CH2:3][CH2:4][CH2:5]2)[CH2:7][C:8]([F:14])([F:15])[C:9]([O:11][CH2:12][CH3:13])=[O:10])[C:26]([N+:30]([O-:32])=[O:31])=[CH:25][N:24]=1, predict the reactants needed to synthesize it. The reactants are: [CH:1]1([NH:6][CH2:7][C:8]([F:15])([F:14])[C:9]([O:11][CH2:12][CH3:13])=[O:10])[CH2:5][CH2:4][CH2:3][CH2:2]1.C([O-])([O-])=O.[K+].[K+].[Cl:22][C:23]1[N:28]=[C:27](Cl)[C:26]([N+:30]([O-:32])=[O:31])=[CH:25][N:24]=1. (8) Given the product [Cl:1][C:2]1[CH:3]=[C:4]([OH:8])[CH:5]=[CH:6][C:7]=1[CH:10]([OH:9])[C:11]([OH:13])=[O:12], predict the reactants needed to synthesize it. The reactants are: [Cl:1][C:2]1[CH:3]=[C:4]([OH:8])[CH:5]=[CH:6][CH:7]=1.[O:9]=[CH:10][C:11]([OH:13])=[O:12].Cl. (9) Given the product [N:17]1[C:18]2[C:13](=[CH:12][C:11]([N:9]3[CH:10]=[C:6]([CH2:4][OH:3])[N:7]=[CH:8]3)=[CH:20][CH:19]=2)[CH:14]=[CH:15][CH:16]=1, predict the reactants needed to synthesize it. The reactants are: C([O:3][C:4]([C:6]1[N:7]=[CH:8][N:9]([C:11]2[CH:12]=[C:13]3[C:18](=[CH:19][CH:20]=2)[N:17]=[CH:16][CH:15]=[CH:14]3)[CH:10]=1)=O)C.[H-].C([Al+]CC(C)C)C(C)C. (10) Given the product [CH3:1][O:2][C:3]([C:4]1([C:9]2[CH:14]=[CH:13][CH:12]=[C:11]([F:15])[CH:10]=2)[CH2:5][CH2:6][CH:19]=[CH:18][CH2:17][CH2:16]1)=[O:20], predict the reactants needed to synthesize it. The reactants are: [CH3:1][O:2][C:3](=[O:20])[C:4]([CH2:16][CH2:17][CH:18]=[CH2:19])([C:9]1[CH:14]=[CH:13][CH:12]=[C:11]([F:15])[CH:10]=1)[CH2:5][CH2:6]C=C.